Dataset: Forward reaction prediction with 1.9M reactions from USPTO patents (1976-2016). Task: Predict the product of the given reaction. (1) Given the reactants Br[C:2]1[CH:3]=[C:4]([S:8]([NH:11][C:12]2[CH:21]=[CH:20][C:15]([C:16]([O:18][CH3:19])=[O:17])=[C:14]([OH:22])[CH:13]=2)(=[O:10])=[O:9])[CH:5]=[CH:6][CH:7]=1.[NH:23]1[CH2:28][CH2:27][CH2:26][CH2:25][CH2:24]1.C1(P(C2CCCCC2)C2C=CC=CC=2C2C(N(C)C)=CC=CC=2)CCCCC1, predict the reaction product. The product is: [OH:22][C:14]1[CH:13]=[C:12]([NH:11][S:8]([C:4]2[CH:5]=[CH:6][CH:7]=[C:2]([N:23]3[CH2:28][CH2:27][CH2:26][CH2:25][CH2:24]3)[CH:3]=2)(=[O:10])=[O:9])[CH:21]=[CH:20][C:15]=1[C:16]([O:18][CH3:19])=[O:17]. (2) Given the reactants O[CH2:2][C@@H:3]1[CH2:7][CH2:6][CH2:5][N:4]1[C:8]1[CH:9]=[C:10]([C:14]2[CH:15]=[C:16]3[C:21](=[CH:22][CH:23]=2)[N:20]([CH3:24])[C:19](=[O:25])[CH2:18][CH2:17]3)[CH:11]=[N:12][CH:13]=1.S(Cl)([Cl:28])=O, predict the reaction product. The product is: [Cl:28][CH2:2][C@@H:3]1[CH2:7][CH2:6][CH2:5][N:4]1[C:8]1[CH:9]=[C:10]([C:14]2[CH:15]=[C:16]3[C:21](=[CH:22][CH:23]=2)[N:20]([CH3:24])[C:19](=[O:25])[CH2:18][CH2:17]3)[CH:11]=[N:12][CH:13]=1.